From a dataset of Reaction yield outcomes from USPTO patents with 853,638 reactions. Predict the reaction yield, written as a fraction of the theoretical maximum amount of product (1.0 means a 100% yield; for example, 0.34 means a 34% yield). (1) The reactants are [Cl-].[Al+3].[Cl-].[Cl-].[C:5]([C:9]1[CH:10]=[C:11]([NH2:22])[N:12]([C:14]2[CH:19]=[CH:18][CH:17]=[C:16]([O:20]C)[CH:15]=2)[N:13]=1)([CH3:8])([CH3:7])[CH3:6]. The catalyst is C(Cl)Cl. The product is [NH2:22][C:11]1[N:12]([C:14]2[CH:15]=[C:16]([OH:20])[CH:17]=[CH:18][CH:19]=2)[N:13]=[C:9]([C:5]([CH3:8])([CH3:7])[CH3:6])[CH:10]=1. The yield is 0.360. (2) The reactants are [C:1]([O:5][C:6]([NH:8][CH2:9][C:10]1[CH:18]=[CH:17][C:13]([C:14]([OH:16])=O)=[C:12]([F:19])[CH:11]=1)=[O:7])([CH3:4])([CH3:3])[CH3:2].[CH3:20][N:21]1[C:30]2[NH:29][C:28]3[CH:31]=[CH:32][CH:33]=[CH:34][C:27]=3[NH:26][CH2:25][C:24]=2[CH:23]=[N:22]1.C1CN([P+](Br)(N2CCCC2)N2CCCC2)CC1.F[P-](F)(F)(F)(F)F.CCN(C(C)C)C(C)C. The catalyst is ClCCl. The product is [C:1]([O:5][C:6](=[O:7])[NH:8][CH2:9][C:10]1[CH:18]=[CH:17][C:13]([C:14]([N:26]2[CH2:25][C:24]3[CH:23]=[N:22][N:21]([CH3:20])[C:30]=3[NH:29][C:28]3[CH:31]=[CH:32][CH:33]=[CH:34][C:27]2=3)=[O:16])=[C:12]([F:19])[CH:11]=1)([CH3:2])([CH3:3])[CH3:4]. The yield is 0.560. (3) The reactants are [N-:1]=[N+]=[N-].[Na+].[Br:5][C:6]1[CH:7]=[C:8]2[C:12](=[CH:13][CH:14]=1)[C:11](=[O:15])[CH2:10][CH2:9]2.CS(O)(=O)=O.[OH-].[Na+]. The catalyst is ClCCl. The product is [Br:5][C:6]1[CH:7]=[C:8]2[C:12](=[CH:13][CH:14]=1)[C:11](=[O:15])[NH:1][CH2:10][CH2:9]2. The yield is 0.600.